This data is from Catalyst prediction with 721,799 reactions and 888 catalyst types from USPTO. The task is: Predict which catalyst facilitates the given reaction. (1) Reactant: CS(O[CH2:6][CH2:7][C:8]1[S:12][CH:11]=[N:10][C:9]=1[CH3:13])(=O)=O.[C:14]1(=[O:24])[NH:18][C:17](=[O:19])[C:16]2=[CH:20][CH:21]=[CH:22][CH:23]=[C:15]12.[K]. Product: [CH3:13][C:9]1[N:10]=[CH:11][S:12][C:8]=1[CH2:7][CH2:6][N:18]1[C:14](=[O:24])[C:15]2[C:16](=[CH:20][CH:21]=[CH:22][CH:23]=2)[C:17]1=[O:19]. The catalyst class is: 9. (2) Product: [CH2:1]([O:8][C@@H:9]1[C@H:13]([O:14][CH2:15][C:16]2[CH:17]=[CH:18][CH:19]=[CH:20][CH:21]=2)[C@@H:12]([CH2:22][O:23][CH2:24][C:25]2[CH:30]=[CH:29][CH:28]=[CH:27][CH:26]=2)[O:11][C@H:10]1[C:32]1[N:40]2[C:35]([C:36]([S:41][CH3:42])=[N:37][CH:38]=[N:39]2)=[N:34][CH:33]=1)[C:2]1[CH:7]=[CH:6][CH:5]=[CH:4][CH:3]=1. The catalyst class is: 2. Reactant: [CH2:1]([O:8][C@@H:9]1[C@H:13]([O:14][CH2:15][C:16]2[CH:21]=[CH:20][CH:19]=[CH:18][CH:17]=2)[C@@H:12]([CH2:22][O:23][CH2:24][C:25]2[CH:30]=[CH:29][CH:28]=[CH:27][CH:26]=2)[O:11][C:10]1([C:32]1[N:40]2[C:35]([C:36]([S:41][CH3:42])=[N:37][CH:38]=[N:39]2)=[N:34][CH:33]=1)O)[C:2]1[CH:7]=[CH:6][CH:5]=[CH:4][CH:3]=1.C([SiH](CC)CC)C.